The task is: Predict the product of the given reaction.. This data is from Forward reaction prediction with 1.9M reactions from USPTO patents (1976-2016). (1) Given the reactants [OH:1][CH2:2][C@H:3]1[NH:8][CH2:7][C@H:6]([C:9]([O:11][CH3:12])=[O:10])[CH2:5][CH2:4]1.[C:13]([Si:17](Cl)([CH3:19])[CH3:18])([CH3:16])([CH3:15])[CH3:14].N1C=NCC=1, predict the reaction product. The product is: [Si:17]([O:1][CH2:2][C@H:3]1[NH:8][CH2:7][C@H:6]([C:9]([O:11][CH3:12])=[O:10])[CH2:5][CH2:4]1)([C:13]([CH3:16])([CH3:15])[CH3:14])([CH3:19])[CH3:18]. (2) Given the reactants C[O:2][C:3]([C:5]1[CH:9]([C:10](=[O:24])[NH:11][C@:12]2([C:17]([O:19][C:20]([CH3:23])([CH3:22])[CH3:21])=[O:18])[CH2:14][C@H:13]2[CH:15]=[CH2:16])[CH2:8][CH:7]([O:25][C:26]2[C:35]3[C:30](=[CH:31][C:32]([O:36][CH3:37])=[CH:33][CH:34]=3)[N:29]=[C:28]([C:38]3[CH:43]=[CH:42][CH:41]=[CH:40][CH:39]=3)[CH:27]=2)[CH:6]=1)=[O:4].[Li+].[OH-], predict the reaction product. The product is: [C:20]([O:19][C:17]([C@@:12]1([NH:11][C:10]([CH:9]2[C:5]([C:3]([OH:4])=[O:2])=[CH:6][CH:7]([O:25][C:26]3[C:35]4[C:30](=[CH:31][C:32]([O:36][CH3:37])=[CH:33][CH:34]=4)[N:29]=[C:28]([C:38]4[CH:39]=[CH:40][CH:41]=[CH:42][CH:43]=4)[CH:27]=3)[CH2:8]2)=[O:24])[CH2:14][C@H:13]1[CH:15]=[CH2:16])=[O:18])([CH3:21])([CH3:22])[CH3:23]. (3) Given the reactants [Cl:1][C:2]1[CH:3]=[C:4]2[C:8](=[CH:9][CH:10]=1)[NH:7][C:6]1[CH2:11][N:12]([CH3:15])[CH2:13][CH2:14][C:5]2=1.N1CCC[C@H]1C(O)=O.[O-]P([O-])([O-])=O.[K+].[K+].[K+].Br[CH:33]=[C:34]([C:36]1[CH:41]=[CH:40][C:39]([F:42])=[C:38]([F:43])[CH:37]=1)[CH3:35], predict the reaction product. The product is: [Cl:1][C:2]1[CH:3]=[C:4]2[C:8](=[CH:9][CH:10]=1)[N:7]([CH:33]=[C:34]([C:36]1[CH:41]=[CH:40][C:39]([F:42])=[C:38]([F:43])[CH:37]=1)[CH3:35])[C:6]1[CH2:11][N:12]([CH3:15])[CH2:13][CH2:14][C:5]2=1. (4) The product is: [CH3:1][O:2][C:3](=[O:23])[CH2:4][CH2:5][C:6]1[CH:11]=[CH:10][C:9]([O:12][C:13]2[CH:18]=[C:17]([CH3:19])[CH:16]=[C:15]([CH2:20][NH:21][C:27](=[O:28])[C:26]3[CH:30]=[CH:31][C:32]([C:34]([F:35])([F:36])[F:37])=[CH:33][C:25]=3[Cl:24])[CH:14]=2)=[CH:8][C:7]=1[CH3:22]. Given the reactants [CH3:1][O:2][C:3](=[O:23])[CH2:4][CH2:5][C:6]1[CH:11]=[CH:10][C:9]([O:12][C:13]2[CH:18]=[C:17]([CH3:19])[CH:16]=[C:15]([CH2:20][NH2:21])[CH:14]=2)=[CH:8][C:7]=1[CH3:22].[Cl:24][C:25]1[CH:33]=[C:32]([C:34]([F:37])([F:36])[F:35])[CH:31]=[CH:30][C:26]=1[C:27](O)=[O:28], predict the reaction product. (5) Given the reactants [CH2:1]([C@H:6]1[CH2:11][CH2:10][C@H:9]([C@H:12]2[CH2:17][CH2:16][C@H:15]([CH:18]3OC(=O)[CH2:19]3)[CH2:14][CH2:13]2)[CH2:8][CH2:7]1)[CH2:2][CH2:3][CH2:4][CH3:5], predict the reaction product. The product is: [CH:18]([C@H:15]1[CH2:16][CH2:17][C@H:12]([C@H:9]2[CH2:10][CH2:11][C@H:6]([CH2:1][CH2:2][CH2:3][CH2:4][CH3:5])[CH2:7][CH2:8]2)[CH2:13][CH2:14]1)=[CH2:19]. (6) Given the reactants Cl[C:2]1[CH:3]=[CH:4][C:5]2[C:15]3[C:10](=[CH:11][N:12]=[CH:13][CH:14]=3)[CH2:9][O:8][C:6]=2[CH:7]=1.[OH:16][CH2:17][C@@H:18]([NH:23][C:24](=[O:30])[O:25][C:26]([CH3:29])([CH3:28])[CH3:27])[CH2:19][CH:20]([CH3:22])[CH3:21].C(P(C(C)(C)C)C1C=CC=CC=1C1C(C(C)C)=CC(C(C)C)=CC=1C(C)C)(C)(C)C.C(=O)([O-])[O-].[Cs+].[Cs+], predict the reaction product. The product is: [CH:14]1[CH:13]=[N:12][CH:11]=[C:10]2[CH2:9][O:8][C:6]3[CH:7]=[C:2]([O:16][CH2:17][CH:18]([NH:23][C:24](=[O:30])[O:25][C:26]([CH3:27])([CH3:29])[CH3:28])[CH2:19][CH:20]([CH3:22])[CH3:21])[CH:3]=[CH:4][C:5]=3[C:15]=12. (7) Given the reactants Cl[C:2]1[CH:10]=[CH:9][C:8]2[CH2:7][CH:6]([CH2:11][N:12]3[C:17]4=[N:18][C:19]([C:23]5[CH:28]=[CH:27][N:26]=[CH:25][CH:24]=5)=[CH:20][C:21](=[O:22])[N:16]4[CH2:15][C:14]([CH3:30])([CH3:29])[CH2:13]3)[CH2:5][C:4]=2[N:3]=1.C(=O)([O-])[O-].[Cs+].[Cs+].C1C=CC(P(C2C=CC3C(=CC=CC=3)C=2C2C3C(=CC=CC=3)C=CC=2P(C2C=CC=CC=2)C2C=CC=CC=2)C2C=CC=CC=2)=CC=1.O.[NH:84]1[CH2:88][CH2:87][CH2:86][CH2:85]1, predict the reaction product. The product is: [CH3:29][C:14]1([CH3:30])[CH2:15][N:16]2[C:21](=[O:22])[CH:20]=[C:19]([C:23]3[CH:28]=[CH:27][N:26]=[CH:25][CH:24]=3)[N:18]=[C:17]2[N:12]([CH2:11][CH:6]2[CH2:5][C:4]3[N:3]=[C:2]([N:84]4[CH2:88][CH2:87][CH2:86][CH2:85]4)[CH:10]=[CH:9][C:8]=3[CH2:7]2)[CH2:13]1. (8) Given the reactants [Li+].[OH-].[CH3:3][CH:4]([CH3:34])/[CH:5]=[CH:6]\[C@@H:7]([N:13]1[CH2:18][CH2:17][C@@H:16]([CH2:19][C:20]([O:22]C)=[O:21])[CH2:15][C@H:14]1[C:24]1[CH:29]=[CH:28][C:27]([C:30]([F:33])([F:32])[F:31])=[CH:26][CH:25]=1)[CH2:8][CH2:9][CH:10]([CH3:12])[CH3:11].Cl, predict the reaction product. The product is: [CH3:3][CH:4]([CH3:34])/[CH:5]=[CH:6]\[C@@H:7]([N:13]1[CH2:18][CH2:17][C@@H:16]([CH2:19][C:20]([OH:22])=[O:21])[CH2:15][C@H:14]1[C:24]1[CH:25]=[CH:26][C:27]([C:30]([F:33])([F:32])[F:31])=[CH:28][CH:29]=1)[CH2:8][CH2:9][CH:10]([CH3:11])[CH3:12].